Dataset: Catalyst prediction with 721,799 reactions and 888 catalyst types from USPTO. Task: Predict which catalyst facilitates the given reaction. (1) Reactant: [CH3:1][C:2]1[N:7]=[C:6]([C:8]2[CH:13]=[CH:12][CH:11]=[C:10]([C:14]3[CH:15]=[C:16]([S:20]([NH2:23])(=[O:22])=[O:21])[CH:17]=[CH:18][CH:19]=3)[N:9]=2)[CH:5]=[C:4]([C:24]2[CH:29]=[CH:28][C:27]([C:30]([F:33])([F:32])[F:31])=[CH:26][CH:25]=2)[CH:3]=1.[C:34](O[C:34](=[O:38])[CH:35]([CH3:37])[CH3:36])(=[O:38])[CH:35]([CH3:37])[CH3:36]. Product: [C:34]([NH:23][S:20]([C:16]1[CH:17]=[CH:18][CH:19]=[C:14]([C:10]2[N:9]=[C:8]([C:6]3[CH:5]=[C:4]([C:24]4[CH:29]=[CH:28][C:27]([C:30]([F:33])([F:31])[F:32])=[CH:26][CH:25]=4)[CH:3]=[C:2]([CH3:1])[N:7]=3)[CH:13]=[CH:12][CH:11]=2)[CH:15]=1)(=[O:21])=[O:22])(=[O:38])[CH:35]([CH3:37])[CH3:36]. The catalyst class is: 194. (2) Reactant: [Cl:1][C:2]1[CH:3]=[C:4]([N:9]2[C:13]([CH3:14])=[C:12]([C:15]([NH:17][C:18]3[CH:23]=[CH:22][CH:21]=[C:20]([Cl:24])[CH:19]=3)=O)[N:11]=[N:10]2)[CH:5]=[CH:6][C:7]=1[F:8].COC1C=CC(P2(SP(C3C=CC(OC)=CC=3)(=S)S2)=[S:34])=CC=1.CCOC(C)=O. Product: [Cl:1][C:2]1[CH:3]=[C:4]([N:9]2[C:13]([CH3:14])=[C:12]([C:15](=[S:34])[NH:17][C:18]3[CH:23]=[CH:22][CH:21]=[C:20]([Cl:24])[CH:19]=3)[N:11]=[N:10]2)[CH:5]=[CH:6][C:7]=1[F:8]. The catalyst class is: 11. (3) Reactant: [C:1]([O:5][C:6](=[O:18])[NH:7][C:8]1[CH:13]=[C:12]([CH3:14])[C:11]([CH2:15][NH2:16])=[C:10]([CH3:17])[N:9]=1)([CH3:4])([CH3:3])[CH3:2].[C:19](O)(=[O:22])[C:20]#[CH:21].CCN(C(C)C)C(C)C.CCCP(=O)=O.CN(C=O)C. Product: [CH3:14][C:12]1[C:11]([CH2:15][NH:16][C:19](=[O:22])[C:20]#[CH:21])=[C:10]([CH3:17])[N:9]=[C:8]([NH:7][C:6](=[O:18])[O:5][C:1]([CH3:4])([CH3:3])[CH3:2])[CH:13]=1. The catalyst class is: 2. (4) Product: [CH3:24][C:19]1([CH3:25])[C:20]([CH3:23])([CH3:22])[O:21][B:17]([C:2]2[CH:7]=[CH:6][C:5]([C:8]3([OH:11])[CH2:10][CH2:9]3)=[CH:4][CH:3]=2)[O:18]1. The catalyst class is: 12. Reactant: Br[C:2]1[CH:7]=[CH:6][C:5]([C:8]2([OH:11])[CH2:10][CH2:9]2)=[CH:4][CH:3]=1.C([O-])(=O)C.[K+].[B:17]1([B:17]2[O:21][C:20]([CH3:23])([CH3:22])[C:19]([CH3:25])([CH3:24])[O:18]2)[O:21][C:20]([CH3:23])([CH3:22])[C:19]([CH3:25])([CH3:24])[O:18]1. (5) Reactant: [NH2:1][C:2]1[C:3]([C:12]([NH:14][C@@H:15]([C@H:23]2[CH2:28][CH2:27][CH2:26][C:25](=[O:29])[CH2:24]2)[C:16]([O:18][C:19]([CH3:22])([CH3:21])[CH3:20])=[O:17])=[O:13])=[CH:4][C:5]2[C:10]([CH:11]=1)=[CH:9][CH:8]=[CH:7][CH:6]=2.[N:30]([C:33]1[C:38]([CH3:39])=[CH:37][C:36]([CH3:40])=[CH:35][C:34]=1[CH3:41])=[C:31]=[O:32]. Product: [O:29]=[C:25]1[CH2:26][CH2:27][CH2:28][C@H:23]([C@H:15]([NH:14][C:12]([C:3]2[C:2]([NH:1][C:31]([NH:30][C:33]3[C:34]([CH3:41])=[CH:35][C:36]([CH3:40])=[CH:37][C:38]=3[CH3:39])=[O:32])=[CH:11][C:10]3[C:5](=[CH:6][CH:7]=[CH:8][CH:9]=3)[CH:4]=2)=[O:13])[C:16]([O:18][C:19]([CH3:22])([CH3:21])[CH3:20])=[O:17])[CH2:24]1. The catalyst class is: 17. (6) Reactant: [Cl:1][C:2]1[CH:7]=[CH:6][CH:5]=[C:4]([Cl:8])[C:3]=1[NH:9][C:10]([NH:12][C:13]1[CH:17]=[C:16]([C:18]2[CH:23]=[CH:22][C:21]([O:24][C:25]([F:28])([F:27])[F:26])=[CH:20][CH:19]=2)[S:15][C:14]=1[C:29]([OH:31])=O)=[O:11].CN(C(ON1N=NC2C=CC=NC1=2)=[N+](C)C)C.F[P-](F)(F)(F)(F)F.CCN(C(C)C)C(C)C.Cl.[NH2:66][C@@H:67]([CH:72]1[CH2:77][CH2:76][CH2:75][CH2:74][CH2:73]1)[C:68]([O:70][CH3:71])=[O:69]. Product: [CH:72]1([C@H:67]([NH:66][C:29]([C:14]2[S:15][C:16]([C:18]3[CH:19]=[CH:20][C:21]([O:24][C:25]([F:28])([F:27])[F:26])=[CH:22][CH:23]=3)=[CH:17][C:13]=2[NH:12][C:10]([NH:9][C:3]2[C:4]([Cl:8])=[CH:5][CH:6]=[CH:7][C:2]=2[Cl:1])=[O:11])=[O:31])[C:68]([O:70][CH3:71])=[O:69])[CH2:77][CH2:76][CH2:75][CH2:74][CH2:73]1. The catalyst class is: 3. (7) Reactant: [NH2:1][C:2]1[NH:6][N:5]=[C:4]([CH3:7])[C:3]=1[C:8]1[S:9][C:10]2[CH:16]=[C:15]([S:17](Cl)(=[O:19])=[O:18])[CH:14]=[CH:13][C:11]=2[N:12]=1.[CH3:21][O:22][CH2:23][CH2:24][NH2:25].CN1CCOCC1. Product: [CH3:21][O:22][CH2:23][CH2:24][NH:25][S:17]([C:15]1[CH:14]=[CH:13][C:11]2[N:12]=[C:8]([C:3]3[C:4]([CH3:7])=[N:5][NH:6][C:2]=3[NH2:1])[S:9][C:10]=2[CH:16]=1)(=[O:19])=[O:18]. The catalyst class is: 5. (8) Reactant: [O:1]1[C:5]2([CH2:10][CH2:9][CH:8]([C:11]#[N:12])[CH2:7][CH2:6]2)[O:4][CH2:3][CH2:2]1.C[Si]([N-][Si](C)(C)C)(C)C.[Li+].[Br:23][C:24]1[CH:25]=[CH:26][C:27](F)=[N:28][CH:29]=1.O. Product: [Br:23][C:24]1[CH:25]=[CH:26][C:27]([C:8]2([C:11]#[N:12])[CH2:9][CH2:10][C:5]3([O:4][CH2:3][CH2:2][O:1]3)[CH2:6][CH2:7]2)=[N:28][CH:29]=1. The catalyst class is: 7.